Dataset: Forward reaction prediction with 1.9M reactions from USPTO patents (1976-2016). Task: Predict the product of the given reaction. (1) Given the reactants [NH2:1][C:2]1[CH:7]=[CH:6][C:5]([N+:8]([O-:10])=[O:9])=[CH:4][C:3]=1[O:11][CH3:12].O.[F:14][C:15]([F:19])([F:18])[CH:16]=O.C(=O)CC, predict the reaction product. The product is: [CH3:12][O:11][C:3]1[CH:4]=[C:5]([N+:8]([O-:10])=[O:9])[CH:6]=[CH:7][C:2]=1[NH:1][CH2:16][C:15]([F:19])([F:18])[F:14]. (2) Given the reactants [CH2:1]([S:3]([OH:6])(=[O:5])=[O:4])[CH3:2].[CH3:7][CH:8]([CH3:24])[CH2:9][N:10]1[C:22]2[C:21]3[N:20]=[CH:19][CH:18]=[CH:17][C:16]=3[N:15]=[C:14]([NH2:23])[C:13]=2[N:12]=[CH:11]1, predict the reaction product. The product is: [OH2:4].[CH2:1]([S:3]([OH:6])(=[O:5])=[O:4])[CH3:2].[CH3:7][CH:8]([CH3:24])[CH2:9][N:10]1[C:22]2[C:21]3[N:20]=[CH:19][CH:18]=[CH:17][C:16]=3[N:15]=[C:14]([NH2:23])[C:13]=2[N:12]=[CH:11]1. (3) Given the reactants [F:1][C:2]1[C:10]2[O:9][CH2:8][O:7][C:6]=2[CH:5]=[C:4]([F:11])[CH:3]=1.[I:12]N1C(=O)CCC1=O.FC(F)(F)C(O)=O.OS([O-])=O.[Na+].[Na+].[Cl-], predict the reaction product. The product is: [F:1][C:2]1[C:10]2[O:9][CH2:8][O:7][C:6]=2[CH:5]=[C:4]([F:11])[C:3]=1[I:12].